From a dataset of Forward reaction prediction with 1.9M reactions from USPTO patents (1976-2016). Predict the product of the given reaction. (1) Given the reactants [OH:1][C:2]1[CH:7]=[C:6]([OH:8])[CH:5]=[CH:4][C:3]=1[N:9]1[C:13]([C:14]2[CH:19]=[CH:18][C:17]([F:20])=[CH:16][CH:15]=2)=[C:12]([C:21]([OH:23])=[O:22])[N:11]=[N:10]1.[CH3:24][CH2:25]O, predict the reaction product. The product is: [CH2:24]([O:22][C:21]([C:12]1[N:11]=[N:10][N:9]([C:3]2[CH:4]=[CH:5][C:6]([OH:8])=[CH:7][C:2]=2[OH:1])[C:13]=1[C:14]1[CH:15]=[CH:16][C:17]([F:20])=[CH:18][CH:19]=1)=[O:23])[CH3:25]. (2) Given the reactants [CH3:1][CH:2]([NH2:4])[CH3:3].Br[CH2:6][C:7]1[C:16]2[C:11](=[CH:12][CH:13]=[CH:14][CH:15]=2)[NH:10][C:9](=[O:17])[CH:8]=1.C([O-])([O-])=O.[K+].[K+], predict the reaction product. The product is: [CH:2]([NH:4][CH2:6][C:7]1[C:16]2[C:11](=[CH:12][CH:13]=[CH:14][CH:15]=2)[NH:10][C:9](=[O:17])[CH:8]=1)([CH3:3])[CH3:1].